Dataset: Full USPTO retrosynthesis dataset with 1.9M reactions from patents (1976-2016). Task: Predict the reactants needed to synthesize the given product. (1) Given the product [CH3:7][C:8]1[C:13]([CH2:14][OH:15])=[C:12]([CH3:19])[CH:11]=[CH:10][N:9]=1, predict the reactants needed to synthesize it. The reactants are: [H-].[H-].[H-].[H-].[Li+].[Al+3].[CH3:7][C:8]1[C:13]([C:14](OCC)=[O:15])=[C:12]([CH3:19])[CH:11]=[CH:10][N:9]=1. (2) Given the product [CH:1]1([CH2:7][C:8]([OH:24])([C:25]2[CH:30]=[CH:29][CH:28]=[CH:27][CH:26]=2)[C:9]([NH:11][C:12]2[CH:13]=[CH:14][C:15]3[C:20](=[O:21])[O:19][N:18]=[C:17]([CH3:22])[C:16]=3[CH:23]=2)=[O:10])[CH2:6][CH2:5][CH2:4][CH2:3][CH2:2]1, predict the reactants needed to synthesize it. The reactants are: [CH:1]1([CH2:7][C:8](=[O:24])[C:9]([NH:11][C:12]2[CH:13]=[CH:14][C:15]3[C:20](=[O:21])[O:19][N:18]=[C:17]([CH3:22])[C:16]=3[CH:23]=2)=[O:10])[CH2:6][CH2:5][CH2:4][CH2:3][CH2:2]1.[C:25]1([Mg]Br)[CH:30]=[CH:29][CH:28]=[CH:27][CH:26]=1.